Dataset: Catalyst prediction with 721,799 reactions and 888 catalyst types from USPTO. Task: Predict which catalyst facilitates the given reaction. Reactant: [Br:1][C:2]1[C:10]2[N:9]=[CH:8][N:7]([CH2:11][C:12]3[CH:17]=[CH:16][CH:15]=[C:14]([C:18]([F:21])([F:20])[F:19])[C:13]=3[CH3:22])[C:6]=2[CH:5]=[C:4]([N+:23]([O-])=O)[CH:3]=1.O.O.[Sn](Cl)Cl.Cl. Product: [Br:1][C:2]1[C:10]2[N:9]=[CH:8][N:7]([CH2:11][C:12]3[CH:17]=[CH:16][CH:15]=[C:14]([C:18]([F:20])([F:19])[F:21])[C:13]=3[CH3:22])[C:6]=2[CH:5]=[C:4]([NH2:23])[CH:3]=1. The catalyst class is: 5.